This data is from Retrosynthesis with 50K atom-mapped reactions and 10 reaction types from USPTO. The task is: Predict the reactants needed to synthesize the given product. (1) Given the product CC[C@@H]1CNCCN1C(=O)OCc1c(F)cccc1F, predict the reactants needed to synthesize it. The reactants are: CC[C@@H]1CN(C(=O)OC(C)(C)C)CCN1C(=O)OCc1c(F)cccc1F. (2) The reactants are: CCN(CC)CCC1CCCCN1.O=C1Nc2cccnc2N(C(=O)Cl)c2ccccc21. Given the product CCN(CC)CCC1CCCCN1C(=O)N1c2ccccc2C(=O)Nc2cccnc21, predict the reactants needed to synthesize it. (3) Given the product COc1ccc(F)c(-c2cccc3c(N)c4c(nc23)CN(C2CCC2)C4=O)c1, predict the reactants needed to synthesize it. The reactants are: COc1ccc(F)c(B(O)O)c1.Nc1c2c(nc3c(Br)cccc13)CN(C1CCC1)C2=O. (4) Given the product O=C(OCc1ccccc1)N1CCC(C(=O)O)(C2CCCCC2)CC1, predict the reactants needed to synthesize it. The reactants are: O=C(Cl)OCc1ccccc1.O=C(O)C1(C2CCCCC2)CCNCC1. (5) Given the product CC(C)(C)OC(=O)N(C(=O)OC(C)(C)C)c1ncc(C#C[Si](C)(C)C)cc1-c1nnnn1-c1cccc(F)c1F, predict the reactants needed to synthesize it. The reactants are: C#C[Si](C)(C)C.CC(C)(C)OC(=O)N(C(=O)OC(C)(C)C)c1ncc(Br)cc1-c1nnnn1-c1cccc(F)c1F.